Dataset: Forward reaction prediction with 1.9M reactions from USPTO patents (1976-2016). Task: Predict the product of the given reaction. (1) Given the reactants [O:1]1[C:5]2[CH:6]=[CH:7][C:8]([C:10](=[O:12])C)=[CH:9][C:4]=2[CH2:3][CH2:2]1.Cl[O-].[Na+].S(=O)(O)[O-:17].[Na+].Cl, predict the reaction product. The product is: [O:1]1[C:5]2[CH:6]=[CH:7][C:8]([C:10]([OH:12])=[O:17])=[CH:9][C:4]=2[CH2:3][CH2:2]1. (2) Given the reactants [CH:1]1([C:7]2[CH:12]=[CH:11][C:10](/[CH:13]=[C:14](/[C:16]3[CH:20]=[C:19]([CH3:21])[NH:18][N:17]=3)\[F:15])=[CH:9][CH:8]=2)[CH2:6][CH2:5][CH2:4][CH2:3][CH2:2]1.Cl.Cl.Cl[CH2:25][C:26]1[CH:27]=[CH:28][C:29]([N:32]([CH2:34][C:35]2[CH:40]=[CH:39][C:38]([O:41][CH3:42])=[C:37]([O:43][CH3:44])[CH:36]=2)[CH3:33])=[N:30][CH:31]=1, predict the reaction product. The product is: [CH:1]1([C:7]2[CH:12]=[CH:11][C:10](/[CH:13]=[C:14](/[C:16]3[CH:20]=[C:19]([CH3:21])[N:18]([CH2:25][C:26]4[CH:27]=[CH:28][C:29]([N:32]([CH2:34][C:35]5[CH:40]=[CH:39][C:38]([O:41][CH3:42])=[C:37]([O:43][CH3:44])[CH:36]=5)[CH3:33])=[N:30][CH:31]=4)[N:17]=3)\[F:15])=[CH:9][CH:8]=2)[CH2:6][CH2:5][CH2:4][CH2:3][CH2:2]1. (3) Given the reactants C([O-])([O-])=O.[Cs+].[Cs+].[CH3:7][N:8]([C@@H:16]([CH3:37])[C:17](=[O:36])[NH:18][C@H:19]1[C:25]2([CH2:30][CH2:29][O:28][CH2:27][CH2:26]2)[O:24][C:23]2[CH:31]=[CH:32][CH:33]=[CH:34][C:22]=2[NH:21][C:20]1=[O:35])[C:9](=[O:15])[O:10][C:11]([CH3:14])([CH3:13])[CH3:12].C1C(=O)N([Br:45])C(=O)C1, predict the reaction product. The product is: [Br:45][C:32]1[CH:33]=[CH:34][C:22]2[NH:21][C:20](=[O:35])[C@@H:19]([NH:18][C:17](=[O:36])[C@@H:16]([N:8]([CH3:7])[C:9](=[O:15])[O:10][C:11]([CH3:14])([CH3:12])[CH3:13])[CH3:37])[C:25]3([CH2:26][CH2:27][O:28][CH2:29][CH2:30]3)[O:24][C:23]=2[CH:31]=1.